Dataset: Forward reaction prediction with 1.9M reactions from USPTO patents (1976-2016). Task: Predict the product of the given reaction. Given the reactants [C:1]([C:5]1[CH:10]=[CH:9][C:8]([S:11]([NH:14][C:15]2[C:20]([O:21][C:22]3[CH:27]=[CH:26][CH:25]=[CH:24][C:23]=3[O:28][CH3:29])=[C:19]([O:30][CH2:31][CH:32]=[O:33])[N:18]=[C:17]([C:34]3[N:39]=[CH:38][CH:37]=[CH:36][N:35]=3)[N:16]=2)(=[O:13])=[O:12])=[CH:7][CH:6]=1)([CH3:4])([CH3:3])[CH3:2].[BH4-].[Na+].O, predict the reaction product. The product is: [CH3:4][C:1]([C:5]1[CH:10]=[CH:9][C:8]([S:11]([NH:14][C:15]2[C:20]([O:21][C:22]3[CH:27]=[CH:26][CH:25]=[CH:24][C:23]=3[O:28][CH3:29])=[C:19]([O:30][CH2:31][CH2:32][OH:33])[N:18]=[C:17]([C:34]3[N:35]=[CH:36][CH:37]=[CH:38][N:39]=3)[N:16]=2)(=[O:12])=[O:13])=[CH:7][CH:6]=1)([CH3:2])[CH3:3].